Dataset: Reaction yield outcomes from USPTO patents with 853,638 reactions. Task: Predict the reaction yield, written as a fraction of the theoretical maximum amount of product (1.0 means a 100% yield; for example, 0.34 means a 34% yield). (1) The reactants are [CH3:1][O:2][C:3]1[CH:4]=[C:5]([CH:19]=[CH:20][CH:21]=1)[O:6][C:7]1[CH:8]=[CH:9][C:10]2[N:14]=[C:13]([CH2:15][OH:16])[N:12]([CH3:17])[C:11]=2[CH:18]=1.O[C:23]1[CH:24]=[C:25]([CH:30]=[CH:31][CH:32]=1)[C:26]([O:28][CH3:29])=[O:27].C(P(CCCC)CCCC)CCC.N(C(N1CCCCC1)=O)=NC(N1CCCCC1)=O. The catalyst is ClCCl. The product is [CH3:1][O:2][C:3]1[CH:4]=[C:5]([CH:19]=[CH:20][CH:21]=1)[O:6][C:7]1[CH:8]=[CH:9][C:10]2[N:14]=[C:13]([CH2:15][O:16][C:23]3[CH:24]=[C:25]([CH:30]=[CH:31][CH:32]=3)[C:26]([O:28][CH3:29])=[O:27])[N:12]([CH3:17])[C:11]=2[CH:18]=1. The yield is 0.650. (2) The reactants are [CH3:1][O:2][C:3]1[CH:4]=[C:5]([CH2:9][CH2:10][C:11]2[CH:12]=[C:13]([NH:16][C:17]([C:19]3[CH:20]=[CH:21][C:22]([C:25]([OH:27])=[O:26])=[N:23][CH:24]=3)=[O:18])[NH:14][N:15]=2)[CH:6]=[CH:7][CH:8]=1.S(Cl)(Cl)=O.[CH2:32](OCC)C. The catalyst is CO.C(Cl)Cl. The product is [CH3:1][O:2][C:3]1[CH:4]=[C:5]([CH2:9][CH2:10][C:11]2[CH:12]=[C:13]([NH:16][C:17]([C:19]3[CH:20]=[CH:21][C:22]([C:25]([O:27][CH3:32])=[O:26])=[N:23][CH:24]=3)=[O:18])[NH:14][N:15]=2)[CH:6]=[CH:7][CH:8]=1. The yield is 0.470. (3) The reactants are [NH2:1][C:2]1[N:6](C(OC(C)(C)C)=O)[N:5]=[C:4]([O:14][CH2:15][C:16]2[CH:21]=[C:20]([O:22][CH3:23])[CH:19]=[C:18]([O:24][CH3:25])[CH:17]=2)[CH:3]=1.[CH3:26][N:27]1[CH2:32][CH2:31][N:30]([C:33]2[CH:34]=[CH:35][C:36]([C:39](OC)=[O:40])=[N:37][CH:38]=2)[CH2:29][CH2:28]1.[NH4+].[Cl-]. The catalyst is C1COCC1.O.C[Si]([N-][Si](C)(C)C)(C)C.[Na+]. The product is [CH3:23][O:22][C:20]1[CH:21]=[C:16]([CH2:15][O:14][C:4]2[CH:3]=[C:2]([NH:1][C:39]([C:36]3[CH:35]=[CH:34][C:33]([N:30]4[CH2:29][CH2:28][N:27]([CH3:26])[CH2:32][CH2:31]4)=[CH:38][N:37]=3)=[O:40])[NH:6][N:5]=2)[CH:17]=[C:18]([O:24][CH3:25])[CH:19]=1. The yield is 0.350. (4) The reactants are [CH3:1][C:2]1[CH:7]=[CH:6][C:5]([NH2:8])=[C:4]([N+:9]([O-:11])=[O:10])[CH:3]=1.[CH:12](=O)[C:13]1[CH:18]=[CH:17][CH:16]=[CH:15][CH:14]=1.C(O[BH-](OC(=O)C)OC(=O)C)(=O)C.[Na+].C(O)(=O)C. The catalyst is ClCCl. The product is [CH2:12]([NH:8][C:5]1[CH:6]=[CH:7][C:2]([CH3:1])=[CH:3][C:4]=1[N+:9]([O-:11])=[O:10])[C:13]1[CH:18]=[CH:17][CH:16]=[CH:15][CH:14]=1. The yield is 0.940. (5) The reactants are [OH:1][C:2]1[C:3]([O:12][CH3:13])=[C:4]([CH:9]=[CH:10][CH:11]=1)[C:5]([O:7][CH3:8])=[O:6].C(=O)([O-])[O-].[K+].[K+].C(#N)C.Br[CH2:24][CH2:25][O:26][CH3:27]. The catalyst is C(OCC)(=O)C. The product is [CH3:13][O:12][C:3]1[C:2]([O:1][CH2:24][CH2:25][O:26][CH3:27])=[CH:11][CH:10]=[CH:9][C:4]=1[C:5]([O:7][CH3:8])=[O:6]. The yield is 0.850. (6) The reactants are [CH3:1][O:2][CH:3]([O:12][CH3:13])[CH2:4][NH:5][CH:6]1[CH2:11][CH2:10][CH2:9][CH2:8][CH2:7]1.CN.[C:16](Cl)(=[O:19])[CH:17]=[CH2:18]. The catalyst is C1COCC1.C(OCC)(=O)C. The product is [CH:6]1([N:5]([CH2:4][CH:3]([O:12][CH3:13])[O:2][CH3:1])[C:16](=[O:19])[CH:17]=[CH2:18])[CH2:11][CH2:10][CH2:9][CH2:8][CH2:7]1. The yield is 0.380. (7) The product is [CH3:11][N:8]1[C:7]([CH2:12][N:13]2[CH2:16][CH:15]([CH:17]3[CH2:22][CH2:21][O:20][CH2:19][CH2:18]3)[CH2:14]2)=[N:6][C:5]2[C:9]1=[N:10][C:2]([NH:35][C:30]1[C:29]([NH2:36])=[CH:34][CH:33]=[CH:32][CH:31]=1)=[N:3][C:4]=2[N:23]1[CH2:28][CH2:27][O:26][CH2:25][CH2:24]1. The yield is 0.800. The catalyst is CN(C=O)C.C1C=CC(/C=C/C(/C=C/C2C=CC=CC=2)=O)=CC=1.C1C=CC(/C=C/C(/C=C/C2C=CC=CC=2)=O)=CC=1.C1C=CC(/C=C/C(/C=C/C2C=CC=CC=2)=O)=CC=1.[Pd].[Pd]. The reactants are Cl[C:2]1[N:10]=[C:9]2[C:5]([N:6]=[C:7]([CH2:12][N:13]3[CH2:16][CH:15]([CH:17]4[CH2:22][CH2:21][O:20][CH2:19][CH2:18]4)[CH2:14]3)[N:8]2[CH3:11])=[C:4]([N:23]2[CH2:28][CH2:27][O:26][CH2:25][CH2:24]2)[N:3]=1.[C:29]1([NH2:36])[C:30]([NH2:35])=[CH:31][CH:32]=[CH:33][CH:34]=1.CC(C1C=C(C(C)C)C(C2C=CC=CC=2P(C2CCCCC2)C2CCCCC2)=C(C(C)C)C=1)C.C([O-])([O-])=O.[Cs+].[Cs+]. (8) The yield is 0.260. The catalyst is CN(C1C=CN=CC=1)C.CN(C=O)C.C(OCC)(=O)C.[Pd]. The product is [N:26]1[CH:27]=[CH:28][C:29]([C:32]([NH2:34])=[O:33])=[CH:30][C:31]=1[C:7]1[CH:1]=[CH:15][CH:9]=[CH:10][N:11]=1. The reactants are [C:1]1([C:7]2O[C:9]([C:15](F)(F)F)=[C:10](C(O)=O)[N:11]=2)C=CC=CC=1.NC1C=CC([N:26]2[CH2:31][CH2:30][CH:29]([C:32]([NH2:34])=[O:33])[CH2:28][CH2:27]2)=NC=1.[N+](C1C=CC(N2CCC(C(N)=O)CC2)=NC=1)([O-])=O.CCO.C1COCC1.CCOC(C)=O.Cl.C(N=C=NCCCN(C)C)C.